The task is: Predict the product of the given reaction.. This data is from Forward reaction prediction with 1.9M reactions from USPTO patents (1976-2016). (1) Given the reactants [CH3:1][C:2]1[CH:7]=[CH:6][C:5]([C:8]2([C:18]3[CH:23]=[CH:22][C:21]([CH3:24])=[CH:20][CH:19]=3)[CH:12]3[CH2:13][NH:14][CH2:15][CH2:16][N:11]3[C:10](=[O:17])[O:9]2)=[CH:4][CH:3]=1.[F:25][C:26]1[CH:31]=[C:30]([F:32])[CH:29]=[CH:28][C:27]=1[N:33]=[C:34]=[O:35], predict the reaction product. The product is: [CH3:1][C:2]1[CH:3]=[CH:4][C:5]([C:8]2([C:18]3[CH:23]=[CH:22][C:21]([CH3:24])=[CH:20][CH:19]=3)[CH:12]3[CH2:13][N:14]([C:34]([NH:33][C:27]4[CH:28]=[CH:29][C:30]([F:32])=[CH:31][C:26]=4[F:25])=[O:35])[CH2:15][CH2:16][N:11]3[C:10](=[O:17])[O:9]2)=[CH:6][CH:7]=1. (2) Given the reactants S(Cl)(Cl)=O.[C:5]([O:8][CH2:9][C:10]([CH3:40])([CH3:39])[CH2:11][N:12]1[C:18]2[CH:19]=[CH:20][C:21]([Cl:23])=[CH:22][C:17]=2[C@@H:16]([C:24]2[CH:29]=[CH:28][CH:27]=[C:26]([O:30][CH3:31])[C:25]=2[O:32][CH3:33])[O:15][C@H:14]([CH2:34][C:35](O)=[O:36])[C:13]1=[O:38])(=[O:7])[CH3:6].Cl.[NH2:42][CH2:43][CH2:44][C:45]1[O:46][CH:47]=[CH:48][C:49]=1[C:50]([O:52][CH3:53])=[O:51].C(N(CC)CC)C, predict the reaction product. The product is: [C:5]([O:8][CH2:9][C:10]([CH3:40])([CH3:39])[CH2:11][N:12]1[C:18]2[CH:19]=[CH:20][C:21]([Cl:23])=[CH:22][C:17]=2[C@@H:16]([C:24]2[CH:29]=[CH:28][CH:27]=[C:26]([O:30][CH3:31])[C:25]=2[O:32][CH3:33])[O:15][C@H:14]([CH2:34][C:35]([NH:42][CH2:43][CH2:44][C:45]2[O:46][CH:47]=[CH:48][C:49]=2[C:50]([O:52][CH3:53])=[O:51])=[O:36])[C:13]1=[O:38])(=[O:7])[CH3:6].